From a dataset of Forward reaction prediction with 1.9M reactions from USPTO patents (1976-2016). Predict the product of the given reaction. Given the reactants Br[CH:2]([C:7]1C=CC=C[CH:8]=1)[C:3](OC)=O.[C:13]([O-:16])([O-])=O.[Cs+].[Cs+].[O:19]1[C:23]2[CH:24]=[CH:25][CH:26]=[CH:27][C:22]=2[CH:21]=N1.Cl, predict the reaction product. The product is: [CH2:2]([C:3]1[C:13]([OH:16])=[C:26]([CH2:27][CH2:22][CH3:21])[CH:25]=[CH:24][C:23]=1[OH:19])[CH2:7][CH3:8].